Predict the reaction yield, written as a fraction of the theoretical maximum amount of product (1.0 means a 100% yield; for example, 0.34 means a 34% yield). From a dataset of Reaction yield outcomes from USPTO patents with 853,638 reactions. (1) The reactants are [CH3:1][C:2]1[CH:3]=[C:4]([CH:7]=[CH:8][C:9]=1[N+:10]([O-:12])=[O:11])[CH:5]=O.[NH2:13][C:14]1[CH:29]=[CH:28][CH:27]=[CH:26][C:15]=1[C:16]([NH:18][C:19]1[CH:24]=[CH:23][C:22]([Br:25])=[CH:21][CH:20]=1)=[O:17]. The catalyst is CCO. The product is [Br:25][C:22]1[CH:23]=[CH:24][C:19]([N:18]2[C:16](=[O:17])[C:15]3[C:14](=[CH:29][CH:28]=[CH:27][CH:26]=3)[N:13]=[C:5]2[C:4]2[CH:7]=[CH:8][C:9]([N+:10]([O-:12])=[O:11])=[C:2]([CH3:1])[CH:3]=2)=[CH:20][CH:21]=1. The yield is 0.620. (2) The reactants are [C:1]([O:4][CH2:5][C:6]([CH2:11][O:12][C:13]1[CH:18]=[CH:17][CH:16]=[C:15]([NH2:19])[C:14]=1[C:20]#[N:21])([CH2:9][CH3:10])[CH2:7][CH3:8])(=[O:3])[CH3:2].[S:22](Cl)(=[O:25])(=[O:24])[NH2:23]. No catalyst specified. The product is [C:1]([O:4][CH2:5][C:6]([CH2:11][O:12][C:13]1[CH:18]=[CH:17][CH:16]=[C:15]([NH:19][S:22](=[O:25])(=[O:24])[NH2:23])[C:14]=1[C:20]#[N:21])([CH2:9][CH3:10])[CH2:7][CH3:8])(=[O:3])[CH3:2]. The yield is 0.900. (3) The reactants are [Br:1][C:2]1[CH:3]=[CH:4][C:5](F)=[C:6]([C:8]([C:10]2([OH:21])[CH2:16][CH2:15][C:14]3[CH:17]=[CH:18][CH:19]=[CH:20][C:13]=3[CH2:12][CH2:11]2)=[O:9])[CH:7]=1.[H-].[Na+]. The catalyst is C1COCC1. The product is [Br:1][C:2]1[CH:3]=[CH:4][C:5]2[O:21][C:10]3([CH2:16][CH2:15][C:14]4[CH:17]=[CH:18][CH:19]=[CH:20][C:13]=4[CH2:12][CH2:11]3)[C:8](=[O:9])[C:6]=2[CH:7]=1. The yield is 0.710. (4) The yield is 0.990. The product is [CH2:12]([N:14]([CH2:2][C:3]1[CH:10]=[C:7]([CH:8]=[O:9])[C:6]([OH:11])=[CH:5][CH:4]=1)[CH2:15][CH3:16])[CH3:13]. The catalyst is C(#N)C. The reactants are Cl[CH2:2][C:3]1[CH:10]=[C:7]([CH:8]=[O:9])[C:6]([OH:11])=[CH:5][CH:4]=1.[CH2:12]([NH:14][CH2:15][CH3:16])[CH3:13]. (5) The reactants are [NH2:1][C:2]1[N:7]=[CH:6][C:5]([C:8]2[CH:13]=[CH:12][N:11]=[C:10]([NH:14][C:15](=[O:17])[CH3:16])[CH:9]=2)=[CH:4][C:3]=1[NH:18][CH2:19][CH:20]1[CH2:22][CH2:21]1.[S:23](N)(N)(=[O:25])=[O:24].N1C=CC=CC=1. No catalyst specified. The product is [CH:20]1([CH2:19][N:18]2[C:3]3[C:2](=[N:7][CH:6]=[C:5]([C:8]4[CH:13]=[CH:12][N:11]=[C:10]([NH:14][C:15](=[O:17])[CH3:16])[CH:9]=4)[CH:4]=3)[NH:1][S:23]2(=[O:25])=[O:24])[CH2:22][CH2:21]1. The yield is 0.629. (6) The reactants are [N:1]1[CH:6]=[CH:5][CH:4]=[C:3]([CH2:7][NH:8][C:9]2[N:10]=[C:11]([C:20]([C:22]3[S:23][CH:24]=[CH:25][CH:26]=3)=[O:21])[C:12]3[S:17][C:16]([CH:18]=[CH2:19])=[CH:15][C:13]=3[N:14]=2)[CH:2]=1.Cl. The catalyst is C(O)C.[Pd]. The product is [CH2:18]([C:16]1[S:17][C:12]2[C:11]([C:20]([C:22]3[S:23][CH:24]=[CH:25][CH:26]=3)=[O:21])=[N:10][C:9]([NH:8][CH2:7][C:3]3[CH:2]=[N:1][CH:6]=[CH:5][CH:4]=3)=[N:14][C:13]=2[CH:15]=1)[CH3:19]. The yield is 0.700. (7) The reactants are [NH2:1][C@@H:2]1[CH2:7][CH2:6][CH2:5][CH2:4][C@H:3]1[NH2:8].[CH:9](=O)[C:10]1[CH:15]=[CH:14][CH:13]=[CH:12][CH:11]=1.[BH4-].[Na+]. The catalyst is C(O)C. The product is [CH2:9]([N:1]([CH2:9][C:10]1[CH:15]=[CH:14][CH:13]=[CH:12][CH:11]=1)[C@@H:2]1[CH2:7][CH2:6][CH2:5][CH2:4][C@H:3]1[NH2:8])[C:10]1[CH:15]=[CH:14][CH:13]=[CH:12][CH:11]=1. The yield is 1.00. (8) The reactants are [Cl:1][C:2]1[N:7]=[CH:6][N+:5]([O-])=[C:4]2[CH2:9][CH2:10][C@@H:11]([CH3:12])[C:3]=12.[C:13]([O:16]C(=O)C)(=[O:15])[CH3:14]. No catalyst specified. The product is [C:13]([O:16][CH:9]1[C:4]2[N:5]=[CH:6][N:7]=[C:2]([Cl:1])[C:3]=2[C@H:11]([CH3:12])[CH2:10]1)(=[O:15])[CH3:14]. The yield is 0.700. (9) The reactants are [C:1]([C:5]1[CH:30]=[CH:29][C:8]([C:9]([N:11]2[CH2:16][CH2:15][C:14]3([C:25](=[CH:26]O)[C:24](=O)[C:23]4[C:18](=[CH:19][CH:20]=[CH:21][CH:22]=4)[O:17]3)[CH2:13][CH2:12]2)=[O:10])=[CH:7][C:6]=1[O:31][CH3:32])([CH3:4])([CH3:3])[CH3:2].[CH3:33][NH:34][NH2:35]. The catalyst is C(O)C. The product is [C:1]([C:5]1[CH:30]=[CH:29][C:8]([C:9]([N:11]2[CH2:16][CH2:15][C:14]3([C:25]4[C:24](=[N:35][N:34]([CH3:33])[CH:26]=4)[C:23]4[CH:22]=[CH:21][CH:20]=[CH:19][C:18]=4[O:17]3)[CH2:13][CH2:12]2)=[O:10])=[CH:7][C:6]=1[O:31][CH3:32])([CH3:4])([CH3:3])[CH3:2]. The yield is 0.150.